From a dataset of Reaction yield outcomes from USPTO patents with 853,638 reactions. Predict the reaction yield, written as a fraction of the theoretical maximum amount of product (1.0 means a 100% yield; for example, 0.34 means a 34% yield). (1) The reactants are [C:1]([C:4]1[CH:9]=[N:8][CH:7]=[CH:6][N:5]=1)(=[O:3])[CH3:2].[Br-:10].[Br-].[Br-].[NH+]1C=CC=CC=1.[NH+]1C=CC=CC=1.[NH+]1C=CC=CC=1. The catalyst is C(O)(=O)C. The product is [Br:10][CH2:2][C:1]([C:4]1[CH:9]=[N:8][CH:7]=[CH:6][N:5]=1)=[O:3]. The yield is 0.380. (2) The reactants are [OH:1][C:2]1[CH:3]=[C:4]2[C:9](=[CH:10][CH:11]=1)[CH2:8][CH:7]([N:12]1[C:20](=[O:21])[C:19]3[C:14](=[CH:15][CH:16]=[CH:17][CH:18]=3)[C:13]1=[O:22])[CH2:6][CH2:5]2.[N:23]12[CH2:30][CH2:30][N:23]([CH2:28][CH2:28]1)[CH2:24][CH2:24]2.CN(NC(Cl)=[S:36])C. The catalyst is CN(C=O)C. The product is [O:22]=[C:13]1[C:14]2[C:19](=[CH:18][CH:17]=[CH:16][CH:15]=2)[C:20](=[O:21])[N:12]1[CH:7]1[CH2:6][CH2:5][C:4]2[CH:3]=[C:2]([O:1][C:24](=[S:36])[N:23]([CH3:30])[CH3:28])[CH:11]=[CH:10][C:9]=2[CH2:8]1. The yield is 0.910. (3) The reactants are [CH2:1]([N:3]1[CH:8]2[CH2:9][CH2:10][CH:4]1[CH2:5][CH:6]([C:11]1[N:16]3[N:17]=[C:18]([C:30]4[CH:35]=[CH:34][N:33]=[CH:32][CH:31]=4)[C:19]([C:20]4[CH:27]=[CH:26][C:23]([C:24]#[N:25])=[C:22]([O:28]C)[CH:21]=4)=[C:15]3[N:14]=[CH:13][CH:12]=1)[CH2:7]2)[CH3:2].B(Br)(Br)Br. The catalyst is ClCCl. The product is [CH2:1]([N:3]1[CH:4]2[CH2:10][CH2:9][CH:8]1[CH2:7][CH:6]([C:11]1[N:16]3[N:17]=[C:18]([C:30]4[CH:31]=[CH:32][N:33]=[CH:34][CH:35]=4)[C:19]([C:20]4[CH:27]=[CH:26][C:23]([C:24]#[N:25])=[C:22]([OH:28])[CH:21]=4)=[C:15]3[N:14]=[CH:13][CH:12]=1)[CH2:5]2)[CH3:2]. The yield is 0.300. (4) The reactants are C(OC(=O)[NH:7][CH:8]([C:11]([N:13]1[CH2:17][CH2:16][CH:15]2[N:18]([S:31]([CH3:34])(=[O:33])=[O:32])[CH2:19][CH:20]([C:21]3[C:29]4[C:24](=[CH:25][C:26]([F:30])=[CH:27][CH:28]=4)[NH:23][CH:22]=3)[CH:14]12)=[O:12])[CH2:9][CH3:10])(C)(C)C.C(O)(C(F)(F)F)=O. The catalyst is C(Cl)Cl. The product is [NH2:7][CH:8]([CH2:9][CH3:10])[C:11]([N:13]1[CH2:17][CH2:16][CH:15]2[N:18]([S:31]([CH3:34])(=[O:32])=[O:33])[CH2:19][CH:20]([C:21]3[C:29]4[C:24](=[CH:25][C:26]([F:30])=[CH:27][CH:28]=4)[NH:23][CH:22]=3)[CH:14]12)=[O:12]. The yield is 0.690. (5) The reactants are [CH3:1][O:2][C:3]1[C:4]2[C:13]([C:14]3[CH:19]=[CH:18][CH:17]=[CH:16][CH:15]=3)=[C:12]([C:20]3[CH:25]=[CH:24][C:23]([C:26]4([NH:30][C:31](=[O:37])[O:32][C:33]([CH3:36])([CH3:35])[CH3:34])[CH2:29][CH2:28][CH2:27]4)=[CH:22][CH:21]=3)[O:11][C:5]=2[N:6]=[C:7](SC)[N:8]=1.O[O:39][S:40]([O-:42])=O.[K+].[C:44](=O)([O-])O.[Na+]. The catalyst is C1COCC1.CO.O. The product is [CH3:1][O:2][C:3]1[C:4]2[C:13]([C:14]3[CH:15]=[CH:16][CH:17]=[CH:18][CH:19]=3)=[C:12]([C:20]3[CH:25]=[CH:24][C:23]([C:26]4([NH:30][C:31](=[O:37])[O:32][C:33]([CH3:36])([CH3:35])[CH3:34])[CH2:29][CH2:28][CH2:27]4)=[CH:22][CH:21]=3)[O:11][C:5]=2[N:6]=[C:7]([S:40]([CH3:44])(=[O:42])=[O:39])[N:8]=1. The yield is 0.790. (6) The reactants are Cl.[Cl:2][C:3]1[CH:4]=[C:5]([NH:11][C:12]2[CH:17]=[CH:16][C:15]([N:18]3[CH2:23][CH2:22][NH:21][CH2:20][CH2:19]3)=[CH:14][N:13]=2)[C:6](=[O:10])[N:7]([CH3:9])[N:8]=1.[O:24]1[CH2:27][C:26](=O)[CH2:25]1.[BH3-]C#N.[Na+].O. The catalyst is CO.[Cl-].[Zn+2].[Cl-]. The product is [Cl:2][C:3]1[CH:4]=[C:5]([NH:11][C:12]2[CH:17]=[CH:16][C:15]([N:18]3[CH2:23][CH2:22][N:21]([CH:26]4[CH2:27][O:24][CH2:25]4)[CH2:20][CH2:19]3)=[CH:14][N:13]=2)[C:6](=[O:10])[N:7]([CH3:9])[N:8]=1. The yield is 0.500. (7) The reactants are C(N(CC)CC)C.[C:8](OC(=O)C)(=[O:10])[CH3:9].C(Cl)Cl.[CH2:18]1[C:20]2([CH2:25][N:24]([C:26]3[N:27]([CH2:48][C:49]([F:52])([F:51])[F:50])[C:28]4[C:33]([N:34]=3)=[C:32]([N:35]3[CH2:40][CH2:39][O:38][CH2:37][CH2:36]3)[N:31]=[C:30]([C:41]3[CH:42]=[N:43][C:44]([NH2:47])=[N:45][CH:46]=3)[N:29]=4)[CH2:23][CH2:22][NH:21]2)[CH2:19]1. The catalyst is C(Cl)Cl.CO. The product is [C:8]([N:21]1[CH2:22][CH2:23][N:24]([C:26]2[N:27]([CH2:48][C:49]([F:52])([F:51])[F:50])[C:28]3[C:33]([N:34]=2)=[C:32]([N:35]2[CH2:36][CH2:37][O:38][CH2:39][CH2:40]2)[N:31]=[C:30]([C:41]2[CH:42]=[N:43][C:44]([NH2:47])=[N:45][CH:46]=2)[N:29]=3)[CH2:25][C:20]21[CH2:19][CH2:18]2)(=[O:10])[CH3:9]. The yield is 0.490.